From a dataset of Reaction yield outcomes from USPTO patents with 853,638 reactions. Predict the reaction yield, written as a fraction of the theoretical maximum amount of product (1.0 means a 100% yield; for example, 0.34 means a 34% yield). (1) The reactants are [C:1]([C:3]1[C:4](F)=[N:5][CH:6]=[CH:7][CH:8]=1)#[N:2].Cl.[NH:11]1[CH2:14][CH2:13][CH2:12]1. No catalyst specified. The product is [N:11]1([C:4]2[N:5]=[CH:6][CH:7]=[CH:8][C:3]=2[C:1]#[N:2])[CH2:14][CH2:13][CH2:12]1. The yield is 0.820. (2) The reactants are [Cl:1][C:2]1[N:3]=[CH:4][N:5]([C:7]2[CH:12]=[CH:11][C:10]([N+:13]([O-])=O)=[CH:9][C:8]=2[O:16][CH3:17])[CH:6]=1.C(O)C.C(O)(=O)C.[OH-].[Na+]. The catalyst is [Fe].O. The product is [Cl:1][C:2]1[N:3]=[CH:4][N:5]([C:7]2[CH:12]=[CH:11][C:10]([NH2:13])=[CH:9][C:8]=2[O:16][CH3:17])[CH:6]=1. The yield is 0.970. (3) The reactants are [CH2:1]([N:8]1[CH2:13][CH2:12][C:11](=[O:14])[CH2:10][CH2:9]1)[C:2]1[CH:7]=[CH:6][CH:5]=[CH:4][CH:3]=1.[CH3:15][Li]. The catalyst is C(OCC)C. The product is [CH2:1]([N:8]1[CH2:13][CH2:12][C:11]([CH3:15])([OH:14])[CH2:10][CH2:9]1)[C:2]1[CH:3]=[CH:4][CH:5]=[CH:6][CH:7]=1. The yield is 0.830. (4) The reactants are [CH3:1][O:2][C:3]([C:5]1[CH:13]=[C:12]2[C:8]([C:9]([CH:16]=[O:17])=[CH:10][N:11]2[CH2:14][CH3:15])=[CH:7][CH:6]=1)=[O:4].CC1C=CC(S([CH2:28][N+:29]#[C-:30])(=O)=O)=CC=1.C([O-])([O-])=O.[K+].[K+]. The catalyst is CO. The product is [CH2:14]([N:11]1[C:12]2[C:8](=[CH:7][CH:6]=[C:5]([C:3]([O:2][CH3:1])=[O:4])[CH:13]=2)[C:9]([C:16]2[O:17][CH:30]=[N:29][CH:28]=2)=[CH:10]1)[CH3:15]. The yield is 0.230. (5) The reactants are [F:1][C:2]1[CH:3]=[C:4]([C:14]2[C:15]([CH3:36])=[C:16]([CH:32]=[CH:33][C:34]=2[CH3:35])[CH2:17][NH:18][C:19]2[CH:31]=[CH:30][C:22]3[C@H:23]([CH2:26][C:27]([OH:29])=[O:28])[CH2:24][O:25][C:21]=3[CH:20]=2)[CH:5]=[N:6][C:7]=1[N:8]1[CH2:13][CH2:12][O:11][CH2:10][CH2:9]1.[OH-].[Na+:38].C(#N)C. The catalyst is O. The product is [F:1][C:2]1[CH:3]=[C:4]([C:14]2[C:15]([CH3:36])=[C:16]([CH:32]=[CH:33][C:34]=2[CH3:35])[CH2:17][NH:18][C:19]2[CH:31]=[CH:30][C:22]3[C@H:23]([CH2:26][C:27]([O-:29])=[O:28])[CH2:24][O:25][C:21]=3[CH:20]=2)[CH:5]=[N:6][C:7]=1[N:8]1[CH2:13][CH2:12][O:11][CH2:10][CH2:9]1.[Na+:38]. The yield is 0.940.